This data is from Forward reaction prediction with 1.9M reactions from USPTO patents (1976-2016). The task is: Predict the product of the given reaction. (1) Given the reactants Cl[C:2]1[N:7]=[CH:6][C:5]([CH2:8][C:9]#[N:10])=[CH:4][CH:3]=1.C(N(CC)CC)C.[CH3:18][N:19]1[CH2:24][CH2:23][NH:22][CH2:21][CH2:20]1, predict the reaction product. The product is: [CH3:18][N:19]1[CH2:24][CH2:23][N:22]([C:2]2[N:7]=[CH:6][C:5]([CH2:8][C:9]#[N:10])=[CH:4][CH:3]=2)[CH2:21][CH2:20]1. (2) Given the reactants C([O:4][CH2:5][C:6]1[C:11]([N:12]2[N:21]=[CH:20][C:19]3[C:14](=[C:15]([F:26])[CH:16]=[C:17]([C:22]([CH3:25])([CH3:24])[CH3:23])[CH:18]=3)[C:13]2=[O:27])=[CH:10][CH:9]=[CH:8][C:7]=1[C:28]1[N:29]=[C:30]([NH:36][C:37]2[CH:42]=[CH:41][CH:40]=[C:39]([CH2:43][NH:44][C:45](=[O:48])[CH:46]=[CH2:47])[CH:38]=2)[C:31](=[O:35])[N:32]([CH3:34])[CH:33]=1)(=O)C.[Li+].[OH-].Cl, predict the reaction product. The product is: [C:22]([C:17]1[CH:18]=[C:19]2[C:14](=[C:15]([F:26])[CH:16]=1)[C:13](=[O:27])[N:12]([C:11]1[C:6]([CH2:5][OH:4])=[C:7]([C:28]3[N:29]=[C:30]([NH:36][C:37]4[CH:38]=[C:39]([CH:40]=[CH:41][CH:42]=4)[CH2:43][NH:44][C:45](=[O:48])[CH:46]=[CH2:47])[C:31](=[O:35])[N:32]([CH3:34])[CH:33]=3)[CH:8]=[CH:9][CH:10]=1)[N:21]=[CH:20]2)([CH3:23])([CH3:24])[CH3:25]. (3) Given the reactants [CH2:1]([C:5]1[C:14]2[C:9](=[CH:10][C:11]([O:15][CH3:16])=[CH:12][CH:13]=2)[C:8](Cl)=[N:7][N:6]=1)[CH2:2][CH2:3][CH3:4].[NH2:18][CH:19]1[CH2:24][CH2:23][N:22]([CH2:25][C:26]2[CH:35]=[CH:34][C:33]3[C:28](=[CH:29][CH:30]=[CH:31][CH:32]=3)[CH:27]=2)[CH2:21][CH2:20]1, predict the reaction product. The product is: [CH2:1]([C:5]1[C:14]2[C:9](=[CH:10][C:11]([O:15][CH3:16])=[CH:12][CH:13]=2)[C:8]([NH:18][CH:19]2[CH2:20][CH2:21][N:22]([CH2:25][C:26]3[CH:35]=[CH:34][C:33]4[C:28](=[CH:29][CH:30]=[CH:31][CH:32]=4)[CH:27]=3)[CH2:23][CH2:24]2)=[N:7][N:6]=1)[CH2:2][CH2:3][CH3:4]. (4) Given the reactants [CH3:1][C:2]1[CH:3]=[C:4]([C:12]2[CH:17]=[C:16]([C:18]([F:21])([F:20])[F:19])[N:15]3[N:22]=[CH:23][C:24]([C:25](O)=[O:26])=[C:14]3[N:13]=2)[CH:5]=[CH:6][C:7]=1[C:8]([F:11])([F:10])[F:9].[NH2:28][C:29]1[CH:38]=[CH:37][C:32]([C:33]([NH:35]O)=[NH:34])=[CH:31][N:30]=1, predict the reaction product. The product is: [CH3:1][C:2]1[CH:3]=[C:4]([C:12]2[CH:17]=[C:16]([C:18]([F:21])([F:19])[F:20])[N:15]3[N:22]=[CH:23][C:24]([C:25]4[O:26][N:35]=[C:33]([C:32]5[CH:37]=[CH:38][C:29]([NH2:28])=[N:30][CH:31]=5)[N:34]=4)=[C:14]3[N:13]=2)[CH:5]=[CH:6][C:7]=1[C:8]([F:9])([F:11])[F:10]. (5) The product is: [CH:10]12[CH2:13][CH:7]([CH:8]([CH2:14][NH:15][C:16]([C:17]3[C:18]([S:23][CH2:26][CH2:27][CH2:28][C:29]4[CH:34]=[CH:33][C:32]([F:35])=[CH:31][CH:30]=4)=[N:19][CH:20]=[CH:21][CH:22]=3)=[O:24])[CH2:9]1)[CH2:12][CH2:11]2. Given the reactants C([O-])([O-])=O.[K+].[K+].[CH:7]12[CH2:13][CH:10]([CH2:11][CH2:12]1)[CH2:9][CH:8]2[CH2:14][NH:15][C:16](=[O:24])[C:17]1[CH:22]=[CH:21][CH:20]=[N:19][C:18]=1[SH:23].Br[CH2:26][CH2:27][CH2:28][C:29]1[CH:34]=[CH:33][C:32]([F:35])=[CH:31][CH:30]=1.CCCCCC.CC(=O)OCC, predict the reaction product. (6) Given the reactants CCOC(/N=N/C(OCC)=O)=O.C([O:15][C:16]([C:18]1[NH:19][C:20]2[C:25]([CH:26]=1)=[C:24]([OH:27])[CH:23]=[CH:22][CH:21]=2)=[O:17])C.[C:45]1(P([C:41]2[CH:46]=[CH:45][CH:44]=[CH:43]C=2)[C:45]2[CH:46]=[CH:41]C=[CH:43][CH:44]=2)[CH:46]=[CH:41]C=[CH:43][CH:44]=1.C1(CO)CCC1, predict the reaction product. The product is: [CH:44]1([CH2:43][O:27][C:24]2[CH:23]=[CH:22][CH:21]=[C:20]3[C:25]=2[CH:26]=[C:18]([C:16]([OH:15])=[O:17])[NH:19]3)[CH2:45][CH2:46][CH2:41]1. (7) Given the reactants [CH3:1][C:2]1([CH3:15])[C@@H:4]2[CH2:5][C:6]3[C:10]([C@H:3]12)=[C:9]([CH3:11])[S:8][C:7]=3[C:12](=[O:14])[CH3:13].[CH2:16]([C:18]1[CH:19]=[C:20]([CH:23]=[C:24]([CH2:27][CH3:28])[C:25]=1[OH:26])[CH:21]=O)[CH3:17].COC([C@@H](NC([C@@H](N)CC(O)=O)=O)CC1C=CC=CC=1)=O.Cl.Cl, predict the reaction product. The product is: [CH2:16]([C:18]1[CH:19]=[C:20]([CH2:21][CH2:13][C:12]([C:7]2[S:8][C:9]([CH3:11])=[C:10]3[C:6]=2[CH2:5][C@H:4]2[C:2]([CH3:15])([CH3:1])[C@H:3]23)=[O:14])[CH:23]=[C:24]([CH2:27][CH3:28])[C:25]=1[OH:26])[CH3:17].